Dataset: Reaction yield outcomes from USPTO patents with 853,638 reactions. Task: Predict the reaction yield, written as a fraction of the theoretical maximum amount of product (1.0 means a 100% yield; for example, 0.34 means a 34% yield). (1) The yield is 0.440. The product is [CH3:25][N:26]1[C:27](=[O:59])[C:28]([NH:41][C:42]2[CH:47]=[CH:46][C:45]([N:48]3[CH2:53][CH2:52][N:51]([CH:54]4[CH2:55][O:56][CH2:57]4)[CH2:50][C@@H:49]3[CH3:58])=[CH:44][N:43]=2)=[CH:29][C:30]([C:2]2[CH:7]=[CH:6][N:5]=[C:4]([N:8]3[C:20](=[O:21])[C:19]4[N:11]([C:12]5[C@H:13]6[CH2:22][C@@H:16]([C:17]=5[CH:18]=4)[CH2:15][CH2:14]6)[CH2:10][CH2:9]3)[C:3]=2[CH:23]=[O:24])=[CH:31]1. The catalyst is C1C=CC(P(C2C=CC=CC=2)[C-]2C=CC=C2)=CC=1.C1C=CC(P(C2C=CC=CC=2)[C-]2C=CC=C2)=CC=1.Cl[Pd]Cl.[Fe+2].O.C(#N)C. The reactants are Cl[C:2]1[CH:7]=[CH:6][N:5]=[C:4]([N:8]2[C:20](=[O:21])[C:19]3[N:11]([C:12]4[C@H:13]5[CH2:22][C@@H:16]([C:17]=4[CH:18]=3)[CH2:15][CH2:14]5)[CH2:10][CH2:9]2)[C:3]=1[CH:23]=[O:24].[CH3:25][N:26]1[CH:31]=[C:30](B2OC(C)(C)C(C)(C)O2)[CH:29]=[C:28]([NH:41][C:42]2[CH:47]=[CH:46][C:45]([N:48]3[CH2:53][CH2:52][N:51]([CH:54]4[CH2:57][O:56][CH2:55]4)[CH2:50][C@@H:49]3[CH3:58])=[CH:44][N:43]=2)[C:27]1=[O:59].[O-]P([O-])([O-])=O.[K+].[K+].[K+].C([O-])(=O)C.[Na+]. (2) The yield is 0.960. The product is [F:1][C:2]1[CH:3]=[CH:4][C:5]([C:8]2[C:20]([CH:21]([OH:22])[C:23]#[CH:24])=[C:11]3[CH:12]=[CH:13][C:14]([C:16]([F:19])([F:18])[F:17])=[CH:15][N:10]3[N:9]=2)=[CH:6][CH:7]=1. The catalyst is O1CCCC1. The reactants are [F:1][C:2]1[CH:7]=[CH:6][C:5]([C:8]2[C:20]([CH:21]=[O:22])=[C:11]3[CH:12]=[CH:13][C:14]([C:16]([F:19])([F:18])[F:17])=[CH:15][N:10]3[N:9]=2)=[CH:4][CH:3]=1.[C:23]([Mg]Br)#[CH:24].O.Cl. (3) The reactants are CO[C:3](=[O:25])[C:4]1[CH:9]=[CH:8][C:7]([NH:10][CH2:11][C:12]2[C:13]([C:18]3[CH:23]=[CH:22][C:21]([F:24])=[CH:20][CH:19]=3)=[N:14][O:15][C:16]=2[CH3:17])=[N:6][CH:5]=1.[NH2:26][CH2:27][CH:28]1[CH2:30][CH2:29]1. No catalyst specified. The product is [CH:28]1([CH2:27][NH:26][C:3](=[O:25])[C:4]2[CH:9]=[CH:8][C:7]([NH:10][CH2:11][C:12]3[C:13]([C:18]4[CH:23]=[CH:22][C:21]([F:24])=[CH:20][CH:19]=4)=[N:14][O:15][C:16]=3[CH3:17])=[N:6][CH:5]=2)[CH2:30][CH2:29]1. The yield is 0.830. (4) The reactants are C(O[C:4](=[O:14])[CH:5]([S:7][CH2:8][CH2:9][C:10]([O:12][CH3:13])=[O:11])[CH3:6])C.C[O-].[Na+].Cl. The catalyst is CO. The product is [CH3:6][CH:5]1[S:7][CH2:8][CH:9]([C:10]([O:12][CH3:13])=[O:11])[C:4]1=[O:14]. The yield is 0.500. (5) The reactants are [CH2:1]([C:3]1[N:4]([C:28]2[CH:33]=[CH:32][C:31]([OH:34])=[CH:30][CH:29]=2)[C:5](=[O:27])[C:6]([CH2:12][C:13]2[CH:18]=[CH:17][C:16]([C:19]3[C:20]([C:25]#[N:26])=[CH:21][CH:22]=[CH:23][CH:24]=3)=[CH:15][CH:14]=2)=[C:7]([CH2:9][CH2:10][CH3:11])[N:8]=1)[CH3:2].[CH3:35][C:36]1([CH3:39])[CH2:38][O:37]1.C(=O)([O-])[O-].[Cs+].[Cs+]. The catalyst is CN(C)C(=O)C. The product is [CH2:1]([C:3]1[N:4]([C:28]2[CH:33]=[CH:32][C:31]([O:34][CH2:35][C:36]([OH:37])([CH3:39])[CH3:38])=[CH:30][CH:29]=2)[C:5](=[O:27])[C:6]([CH2:12][C:13]2[CH:18]=[CH:17][C:16]([C:19]3[C:20]([C:25]#[N:26])=[CH:21][CH:22]=[CH:23][CH:24]=3)=[CH:15][CH:14]=2)=[C:7]([CH2:9][CH2:10][CH3:11])[N:8]=1)[CH3:2]. The yield is 0.640. (6) The reactants are CC(OI1(OC(C)=O)(OC(C)=O)OC(=O)C2C=CC=CC1=2)=O.O[CH2:24][CH2:25][CH2:26][CH2:27][O:28][C:29]1[N:38]=[C:37]2[C:32]([CH2:33][CH2:34][C:35](=[O:39])[NH:36]2)=[CH:31][C:30]=1[CH3:40].C([O-])(O)=O.[Na+].[O-]S([O-])(=S)=O.[Na+].[Na+].Cl.[C:54]1([N:64]2[CH2:69][CH2:68][NH:67][CH2:66][CH2:65]2)[C:63]2[C:58](=[CH:59][CH:60]=[CH:61][CH:62]=2)[CH:57]=[CH:56][CH:55]=1.CCN(CC)CC.[BH-](OC(C)=O)(OC(C)=O)OC(C)=O.[Na+]. The yield is 0.410. The product is [CH3:40][C:30]1[CH:31]=[C:32]2[C:37](=[N:38][C:29]=1[O:28][CH2:27][CH2:26][CH2:25][CH2:24][N:67]1[CH2:66][CH2:65][N:64]([C:54]3[C:63]4[C:58](=[CH:59][CH:60]=[CH:61][CH:62]=4)[CH:57]=[CH:56][CH:55]=3)[CH2:69][CH2:68]1)[NH:36][C:35](=[O:39])[CH2:34][CH2:33]2. The catalyst is C(Cl)Cl. (7) The reactants are [NH2:1][C:2]1[CH:10]=[CH:9][C:8]([CH3:11])=[CH:7][C:3]=1[C:4]([OH:6])=[O:5].Cl[C:13]([O:15][C:16]1[CH:21]=[CH:20][CH:19]=[CH:18][CH:17]=1)=O. The catalyst is N1C=CC=CC=1. The product is [CH3:11][C:8]1[CH:9]=[CH:10][C:2]2[N:1]=[C:13]([O:15][C:16]3[CH:21]=[CH:20][CH:19]=[CH:18][CH:17]=3)[O:5][C:4](=[O:6])[C:3]=2[CH:7]=1. The yield is 0.410. (8) The reactants are [C:1]1([N:7]2[C:12](=[O:13])[C:11](Cl)=[C:10]([O:15][CH3:16])[CH:9]=[N:8]2)[CH:6]=[CH:5][CH:4]=[CH:3][CH:2]=1.[F:17][C:18]1[CH:23]=[CH:22][C:21](B(O)O)=[CH:20][CH:19]=1. No catalyst specified. The product is [C:1]1([N:7]2[C:12](=[O:13])[C:11]([C:21]3[CH:22]=[CH:23][C:18]([F:17])=[CH:19][CH:20]=3)=[C:10]([O:15][CH3:16])[CH:9]=[N:8]2)[CH:6]=[CH:5][CH:4]=[CH:3][CH:2]=1. The yield is 0.960. (9) The reactants are [CH3:1][O:2][C:3]1[CH:9]=[C:8]([N:10]2[CH2:15][CH2:14][CH:13]([N:16]3[CH2:21][CH2:20][N:19]([CH3:22])[CH2:18][CH2:17]3)[CH2:12][CH2:11]2)[CH:7]=[CH:6][C:4]=1[NH2:5].C(O)C.CS(O)(=O)=O.Cl[C:32]1[N:37]=[CH:36][N:35]=[C:34]([NH:38][C:39]2[CH:44]=[CH:43][CH:42]=[CH:41][C:40]=2[S:45]([CH:48]([CH3:50])[CH3:49])(=[O:47])=[O:46])[N:33]=1. The catalyst is C(OCC)C. The product is [CH3:1][O:2][C:3]1[CH:9]=[C:8]([N:10]2[CH2:15][CH2:14][CH:13]([N:16]3[CH2:17][CH2:18][N:19]([CH3:22])[CH2:20][CH2:21]3)[CH2:12][CH2:11]2)[CH:7]=[CH:6][C:4]=1[NH:5][C:36]1[N:35]=[C:34]([NH:38][C:39]2[CH:44]=[CH:43][CH:42]=[CH:41][C:40]=2[S:45]([CH:48]([CH3:50])[CH3:49])(=[O:46])=[O:47])[N:33]=[CH:32][N:37]=1. The yield is 0.501.